From a dataset of TCR-epitope binding with 47,182 pairs between 192 epitopes and 23,139 TCRs. Binary Classification. Given a T-cell receptor sequence (or CDR3 region) and an epitope sequence, predict whether binding occurs between them. (1) The epitope is IPRRNVATL. The TCR CDR3 sequence is CASSPATGTEAFF. Result: 0 (the TCR does not bind to the epitope). (2) The epitope is RILGAGCFV. The TCR CDR3 sequence is CASSYSSVGRQYF. Result: 0 (the TCR does not bind to the epitope). (3) The epitope is LQPFPQPELPYPQPQ. The TCR CDR3 sequence is CASSVQGITNEKLFF. Result: 1 (the TCR binds to the epitope).